This data is from NCI-60 drug combinations with 297,098 pairs across 59 cell lines. The task is: Regression. Given two drug SMILES strings and cell line genomic features, predict the synergy score measuring deviation from expected non-interaction effect. Drug 1: CC1C(C(CC(O1)OC2CC(CC3=C2C(=C4C(=C3O)C(=O)C5=C(C4=O)C(=CC=C5)OC)O)(C(=O)C)O)N)O.Cl. Drug 2: CC12CCC3C(C1CCC2O)C(CC4=C3C=CC(=C4)O)CCCCCCCCCS(=O)CCCC(C(F)(F)F)(F)F. Cell line: PC-3. Synergy scores: CSS=16.5, Synergy_ZIP=-4.27, Synergy_Bliss=-0.661, Synergy_Loewe=-12.2, Synergy_HSA=-0.386.